Dataset: Catalyst prediction with 721,799 reactions and 888 catalyst types from USPTO. Task: Predict which catalyst facilitates the given reaction. (1) Reactant: [C:1]([C:4]1[C:24](=[O:25])[C@@:8]2([CH3:26])[C:9]3[C:15]([OH:16])=[CH:14][C:13]([O:17][CH:18]([F:20])[F:19])=[C:12]([C:21]([NH2:23])=[O:22])[C:10]=3[O:11][C:7]2=[CH:6][C:5]=1[OH:27])(=[O:3])[CH3:2].[CH3:28][C:29]1[CH:38]=[CH:37][C:36]2[C:31](=[CH:32][CH:33]=[CH:34][CH:35]=2)[C:30]=1[CH:39]=O.C([SiH](CC)CC)C.FC(F)(F)C(O)=O. Product: [C:1]([C:4]1[C:24](=[O:25])[C@@:8]2([CH3:26])[C:9]3[C:15]([OH:16])=[CH:14][C:13]([O:17][CH:18]([F:20])[F:19])=[C:12]([C:21]([NH:23][CH2:39][C:30]4[C:31]5[C:36](=[CH:35][CH:34]=[CH:33][CH:32]=5)[CH:37]=[CH:38][C:29]=4[CH3:28])=[O:22])[C:10]=3[O:11][C:7]2=[CH:6][C:5]=1[OH:27])(=[O:3])[CH3:2]. The catalyst class is: 10. (2) Reactant: [CH2:1]([N:8]1[CH:12]=[C:11](B2OC(C)(C)C(C)(C)O2)[CH:10]=[N:9]1)[C:2]1[CH:7]=[CH:6][CH:5]=[CH:4][CH:3]=1.Br[C:23]1[CH2:28][CH2:27][CH2:26][C:25](=[O:29])[CH:24]=1.C([O-])([O-])=O.[Na+].[Na+]. Product: [CH2:1]([N:8]1[CH:12]=[C:11]([C:23]2[CH2:28][CH2:27][CH2:26][C:25](=[O:29])[CH:24]=2)[CH:10]=[N:9]1)[C:2]1[CH:3]=[CH:4][CH:5]=[CH:6][CH:7]=1. The catalyst class is: 109. (3) Reactant: [CH3:1][S:2]([C:5]1[CH:10]=[CH:9][C:8]([C:11]([C:19]2[NH:29][C:22]3=[N:23][CH:24]=[C:25]([O:27][CH3:28])[CH:26]=[C:21]3[CH:20]=2)=[CH:12][CH:13]2[CH2:18][CH2:17][O:16][CH2:15][CH2:14]2)=[CH:7][CH:6]=1)(=[O:4])=[O:3]. The catalyst class is: 43. Product: [CH3:1][S:2]([C:5]1[CH:6]=[CH:7][C:8]([CH:11]([C:19]2[NH:29][C:22]3=[N:23][CH:24]=[C:25]([O:27][CH3:28])[CH:26]=[C:21]3[CH:20]=2)[CH2:12][CH:13]2[CH2:18][CH2:17][O:16][CH2:15][CH2:14]2)=[CH:9][CH:10]=1)(=[O:3])=[O:4]. (4) Reactant: [NH2:1][C:2]([C:4]1[S:8][C:7]([N:9]2[C:13]3[CH:14]=[CH:15][C:16]([C:18]4[CH:19]=[CH:20][C:21]([N:24]5[CH2:29][CH2:28][N:27](C(OC(C)(C)C)=O)[CH2:26][CH2:25]5)=[N:22][CH:23]=4)=[CH:17][C:12]=3[N:11]=[CH:10]2)=[CH:6][C:5]=1[O:37][C@@H:38]([C:40]1[CH:45]=[CH:44][CH:43]=[CH:42][C:41]=1[C:46]([F:49])([F:48])[F:47])[CH3:39])=[O:3].FC(F)(F)C(O)=O. Product: [N:24]1([C:21]2[N:22]=[CH:23][C:18]([C:16]3[CH:15]=[CH:14][C:13]4[N:9]([C:7]5[S:8][C:4]([C:2]([NH2:1])=[O:3])=[C:5]([O:37][C@@H:38]([C:40]6[CH:45]=[CH:44][CH:43]=[CH:42][C:41]=6[C:46]([F:47])([F:48])[F:49])[CH3:39])[CH:6]=5)[CH:10]=[N:11][C:12]=4[CH:17]=3)=[CH:19][CH:20]=2)[CH2:29][CH2:28][NH:27][CH2:26][CH2:25]1. The catalyst class is: 22. (5) Reactant: [Cl-].O[NH3+:3].[C:4](=[O:7])([O-])[OH:5].[Na+].CS(C)=O.[CH2:13]([N:20]1[C:25](=[O:26])[C:24]([CH2:27][C:28]2[CH:33]=[CH:32][C:31]([C:34]3[C:35]([C:40]#[N:41])=[CH:36][CH:37]=[CH:38][CH:39]=3)=[CH:30][CH:29]=2)=[C:23]([CH2:42][CH2:43][CH2:44][CH3:45])[N:22]=[C:21]1[CH2:46][CH3:47])[C:14]1[CH:19]=[CH:18][CH:17]=[CH:16][CH:15]=1. Product: [CH2:13]([N:20]1[C:25](=[O:26])[C:24]([CH2:27][C:28]2[CH:33]=[CH:32][C:31]([C:34]3[CH:39]=[CH:38][CH:37]=[CH:36][C:35]=3[C:40]3[NH:3][C:4](=[O:7])[O:5][N:41]=3)=[CH:30][CH:29]=2)=[C:23]([CH2:42][CH2:43][CH2:44][CH3:45])[N:22]=[C:21]1[CH2:46][CH3:47])[C:14]1[CH:15]=[CH:16][CH:17]=[CH:18][CH:19]=1. The catalyst class is: 13. (6) Product: [CH3:17][C:14]([CH3:15])([CH3:16])[CH2:13][NH:12][C:10]([C:8]1[CH:9]=[C:4]([C:2]([NH2:1])=[O:3])[C:5]([C:18]2[C:23]([CH3:24])=[C:22]([F:25])[CH:21]=[C:20]([C:26]([NH:60][CH2:61][CH2:62][OH:63])=[O:28])[CH:19]=2)=[CH:6][CH:7]=1)=[O:11]. The catalyst class is: 3. Reactant: [NH2:1][C:2]([C:4]1[CH:9]=[C:8]([C:10]([NH:12][CH2:13][C:14]([CH3:17])([CH3:16])[CH3:15])=[O:11])[CH:7]=[CH:6][C:5]=1[C:18]1[C:23]([CH3:24])=[C:22]([F:25])[CH:21]=[C:20]([C:26]([OH:28])=O)[CH:19]=1)=[O:3].CN(C(ON1N=NC2C=CC=CC1=2)=[N+](C)C)C.F[P-](F)(F)(F)(F)F.CCN(CC)CC.[NH2:60][CH2:61][CH2:62][OH:63].